This data is from Forward reaction prediction with 1.9M reactions from USPTO patents (1976-2016). The task is: Predict the product of the given reaction. (1) The product is: [CH3:1][C@:2]12[C@@:19]3([CH3:20])[C@@H:10]([C@:11]4([CH3:32])[C@@H:16]([CH2:17][CH2:18]3)[C:15]([CH3:22])([CH3:21])[C:14]([C:23]3[CH:31]=[CH:30][C:26]([C:27]([OH:29])=[O:28])=[CH:25][CH:24]=3)=[CH:13][CH2:12]4)[CH2:9][CH2:8][C@@H:7]1[C@H:6]1[C@H:33]([C:36]([CH3:38])=[CH2:37])[CH2:34][CH2:35][C@:5]1([NH:39][CH2:40][CH2:41][NH:42][C:43]1[N:44]=[C:55]([S:57][CH3:58])[CH:54]=[CH:53][N:52]=1)[CH2:4][CH2:3]2. Given the reactants [CH3:1][C@:2]12[C@@:19]3([CH3:20])[C@@H:10]([C@:11]4([CH3:32])[C@@H:16]([CH2:17][CH2:18]3)[C:15]([CH3:22])([CH3:21])[C:14]([C:23]3[CH:31]=[CH:30][C:26]([C:27]([OH:29])=[O:28])=[CH:25][CH:24]=3)=[CH:13][CH2:12]4)[CH2:9][CH2:8][C@@H:7]1[C@H:6]1[C@H:33]([C:36]([CH3:38])=[CH2:37])[CH2:34][CH2:35][C@:5]1([NH:39][CH2:40][CH2:41][NH:42][C:43]1[N:44]=NC(C)=CC=1)[CH2:4][CH2:3]2.ClC1N=[C:55]([S:57][CH3:58])[CH:54]=[CH:53][N:52]=1.C(O)(C(F)(F)F)=O, predict the reaction product. (2) Given the reactants [CH2:1]([O:8][C:9]([NH:11][C@H:12]([C:14]([NH2:16])=O)[CH3:13])=[O:10])[C:2]1[CH:7]=[CH:6][CH:5]=[CH:4][CH:3]=1.COC1C=CC(P2(SP(C3C=CC(OC)=CC=3)(=S)S2)=[S:26])=CC=1, predict the reaction product. The product is: [CH2:1]([O:8][C:9]([NH:11][C@H:12]([C:14](=[S:26])[NH2:16])[CH3:13])=[O:10])[C:2]1[CH:7]=[CH:6][CH:5]=[CH:4][CH:3]=1.